This data is from Forward reaction prediction with 1.9M reactions from USPTO patents (1976-2016). The task is: Predict the product of the given reaction. (1) Given the reactants [C:1](Cl)(=[O:3])C.[N:5]([C@@H:8]1[C@@H:12]([C@H:13]2CO[C:15](C)(C)[O:14]2)[O:11][C:10](=O)[C@@H:9]1[O:21]S(C(F)(F)F)(=O)=O)=[N+:6]=[N-:7].C(=O)([O-])[OH:30].[Na+], predict the reaction product. The product is: [CH3:15][O:14][C:13]([C@@H:12]1[C@H:8]([N:5]=[N+:6]=[N-:7])[C@H:9]([OH:21])[C@@H:10]([CH2:1][OH:3])[O:11]1)=[O:30]. (2) Given the reactants [F:1][C:2]1[CH:7]=[CH:6][C:5]([O:8][CH3:9])=[CH:4][C:3]=1[C:10]1[CH:15]=[CH:14][C:13]([C:16]([O:18][CH3:19])=[O:17])=[CH:12][C:11]=1[CH2:20][N:21]1C[CH2:25][CH2:24][CH2:23][CH2:22]1.N1CCCC1, predict the reaction product. The product is: [F:1][C:2]1[CH:7]=[CH:6][C:5]([O:8][CH3:9])=[CH:4][C:3]=1[C:10]1[CH:15]=[CH:14][C:13]([C:16]([O:18][CH3:19])=[O:17])=[CH:12][C:11]=1[CH2:20][N:21]1[CH2:22][CH2:23][CH2:24][CH2:25]1. (3) Given the reactants [CH3:1][NH:2][C:3]1[C:11]2[C:6](=[CH:7][C:8](B3OC(C)(C)C(C)(C)O3)=[CH:9][CH:10]=2)[NH:5][N:4]=1.[CH2:21]([N:23]1[CH2:28][CH2:27][N:26]([CH2:29][C:30]2[CH:35]=[CH:34][C:33]([NH:36][C:37](=[O:45])[C:38]3[CH:43]=[CH:42][CH:41]=[C:40](I)[CH:39]=3)=[CH:32][C:31]=2[C:46]([F:49])([F:48])[F:47])[CH2:25][CH2:24]1)[CH3:22], predict the reaction product. The product is: [CH2:21]([N:23]1[CH2:28][CH2:27][N:26]([CH2:29][C:30]2[CH:35]=[CH:34][C:33]([NH:36][C:37](=[O:45])[C:38]3[CH:43]=[CH:42][CH:41]=[C:40]([C:8]4[CH:7]=[C:6]5[C:11]([C:3]([NH:2][CH3:1])=[N:4][NH:5]5)=[CH:10][CH:9]=4)[CH:39]=3)=[CH:32][C:31]=2[C:46]([F:49])([F:47])[F:48])[CH2:25][CH2:24]1)[CH3:22].